Dataset: Full USPTO retrosynthesis dataset with 1.9M reactions from patents (1976-2016). Task: Predict the reactants needed to synthesize the given product. (1) Given the product [C:16]1(/[CH:22]=[CH:23]/[C:24]([N:13]2[CH2:14][CH2:15][C:10]3[NH:9][N:8]=[C:7]([C:1]4[CH:2]=[CH:3][CH:4]=[CH:5][CH:6]=4)[C:11]=3[CH2:12]2)=[O:25])[CH:21]=[CH:20][CH:19]=[CH:18][CH:17]=1, predict the reactants needed to synthesize it. The reactants are: [C:1]1([C:7]2[C:11]3[CH2:12][NH:13][CH2:14][CH2:15][C:10]=3[NH:9][N:8]=2)[CH:6]=[CH:5][CH:4]=[CH:3][CH:2]=1.[C:16]1(/[CH:22]=[CH:23]/[C:24](O)=[O:25])[CH:21]=[CH:20][CH:19]=[CH:18][CH:17]=1.CN(C(ON1N=NC2C=CC=NC1=2)=[N+](C)C)C.F[P-](F)(F)(F)(F)F.CCN(C(C)C)C(C)C. (2) The reactants are: F[C:2]1[CH:7]=[CH:6][CH:5]=[CH:4][C:3]=1[N+:8]([O-:10])=[O:9].Cl.[C:12]([O:16][C:17](=[O:22])[C:18]([NH2:21])([CH3:20])[CH3:19])([CH3:15])([CH3:14])[CH3:13].CCN(CC)CC. Given the product [C:12]([O:16][C:17](=[O:22])[C:18]([CH3:20])([NH:21][C:2]1[CH:7]=[CH:6][CH:5]=[CH:4][C:3]=1[N+:8]([O-:10])=[O:9])[CH3:19])([CH3:15])([CH3:13])[CH3:14], predict the reactants needed to synthesize it. (3) Given the product [C:5]1([O:4][C:2](=[O:3])[NH:11][C:12]2[CH:13]=[N:14][CH:15]=[CH:16][CH:17]=2)[CH:10]=[CH:9][CH:8]=[CH:7][CH:6]=1, predict the reactants needed to synthesize it. The reactants are: Cl[C:2]([O:4][C:5]1[CH:10]=[CH:9][CH:8]=[CH:7][CH:6]=1)=[O:3].[NH2:11][C:12]1[CH:13]=[N:14][CH:15]=[CH:16][CH:17]=1. (4) Given the product [NH2:6][C:5]1[C:11]([N+:13]([O-:15])=[O:14])=[CH:12][C:2]([C:16]2[CH:21]=[CH:20][CH:19]=[CH:18][CH:17]=2)=[CH:3][C:4]=1[O:9][CH2:8][C:7]([OH:27])=[O:10], predict the reactants needed to synthesize it. The reactants are: Br[C:2]1[CH:12]=[C:11]([N+:13]([O-:15])=[O:14])[C:5]2[NH:6][C:7](=[O:10])[CH2:8][O:9][C:4]=2[CH:3]=1.[C:16]1(OB(O)O)[CH:21]=[CH:20][CH:19]=[CH:18][CH:17]=1.C(=O)([O-])[O-:27].[K+].[K+].O1CCOCC1. (5) Given the product [Br:1][C:2]1[CH:15]=[CH:14][C:5]([CH2:6][N:7]2[CH2:11][C:10](=[O:12])[N:9]([CH2:17][CH:18]3[CH2:21][CH2:20][CH2:19]3)[C:8]2=[O:13])=[CH:4][CH:3]=1, predict the reactants needed to synthesize it. The reactants are: [Br:1][C:2]1[CH:15]=[CH:14][C:5]([CH2:6][N:7]2[CH2:11][C:10](=[O:12])[NH:9][C:8]2=[O:13])=[CH:4][CH:3]=1.Br[CH2:17][CH:18]1[CH2:21][CH2:20][CH2:19]1.C(=O)([O-])[O-].[K+].[K+]. (6) Given the product [CH:25]1([C@H:31]([OH:32])[CH:17]=[CH:16][C:15]([CH3:19])([CH3:18])[CH3:14])[CH2:30][CH2:29][CH2:28][CH2:27][CH2:26]1, predict the reactants needed to synthesize it. The reactants are: B(C1CCCCC1)C1CCCCC1.[CH3:14][C:15]([CH3:19])([CH3:18])[C:16]#[CH:17].[Zn](CC)CC.[CH:25]1([CH:31]=[O:32])[CH2:30][CH2:29][CH2:28][CH2:27][CH2:26]1. (7) Given the product [CH3:7][C:5]([C:8]1[CH:9]=[C:10]([O:14][C:15]2[C:16]([CH3:25])=[CH:17][C:18]([NH2:22])=[C:19]([CH3:21])[CH:20]=2)[CH:11]=[CH:12][CH:13]=1)([CH3:4])[CH3:6], predict the reactants needed to synthesize it. The reactants are: O.NN.[CH3:4][C:5]([C:8]1[CH:9]=[C:10]([O:14][C:15]2[CH:20]=[C:19]([CH3:21])[C:18]([N+:22]([O-])=O)=[CH:17][C:16]=2[CH3:25])[CH:11]=[CH:12][CH:13]=1)([CH3:7])[CH3:6]. (8) Given the product [C:5]([N:4]1[CH2:3][C:2]([CH3:9])([CH3:1])[NH:10][C:12]([CH2:14][CH3:15])([CH3:18])[C:11]1=[O:16])([CH3:8])([CH3:7])[CH3:6], predict the reactants needed to synthesize it. The reactants are: [CH3:1][C:2]([NH2:10])([CH3:9])[CH2:3][NH:4][C:5]([CH3:8])([CH3:7])[CH3:6].[CH3:11][C:12]([CH2:14][CH3:15])=O.[OH-:16].[Na+].[CH:18](Cl)(Cl)Cl. (9) The reactants are: [CH2:1]([O:8][C:9]1[CH:14]=[C:13]([CH3:15])[C:12]([CH:16]2[C:20](=[O:21])[CH:19]=[CH:18][C:17]2=[O:22])=[C:11]([CH3:23])[CH:10]=1)[C:2]1[CH:7]=[CH:6][CH:5]=[CH:4][CH:3]=1.[O:24]1[CH:28]=[CH:27][CH:26]=[CH:25]1.[I-].[Mg+2].[I-]. Given the product [CH2:1]([O:8][C:9]1[CH:14]=[C:13]([CH3:15])[C:12]([CH:16]2[C:17](=[O:22])[CH:18]3[CH:19]([CH:25]4[O:24][CH:28]3[CH:27]=[CH:26]4)[C:20]2=[O:21])=[C:11]([CH3:23])[CH:10]=1)[C:2]1[CH:3]=[CH:4][CH:5]=[CH:6][CH:7]=1, predict the reactants needed to synthesize it. (10) Given the product [Br:1][CH2:2][CH2:3][CH2:4][CH2:5][CH2:6][CH2:7][CH2:8][CH2:9][CH2:10][CH2:11][O:12][Si:17]([C:14]([CH3:16])([CH3:15])[CH3:13])([CH3:19])[CH3:18], predict the reactants needed to synthesize it. The reactants are: [Br:1][CH2:2][CH2:3][CH2:4][CH2:5][CH2:6][CH2:7][CH2:8][CH2:9][CH2:10][CH2:11][OH:12].[CH3:13][C:14]([Si:17](Cl)([CH3:19])[CH3:18])([CH3:16])[CH3:15].N1C=CN=C1.O.